This data is from Forward reaction prediction with 1.9M reactions from USPTO patents (1976-2016). The task is: Predict the product of the given reaction. (1) Given the reactants [OH:1][C:2]1[N:7]=[C:6]([CH:8]2[CH2:13][CH2:12][N:11]([C:14]([O:16][C:17]([CH3:20])([CH3:19])[CH3:18])=[O:15])[CH2:10][CH2:9]2)[CH:5]=[CH:4][CH:3]=1.C(=O)([O-])[O-].[Cs+].[Cs+].Br[CH2:28][CH:29]1[CH2:31][CH2:30]1, predict the reaction product. The product is: [CH:29]1([CH2:28][O:1][C:2]2[N:7]=[C:6]([CH:8]3[CH2:13][CH2:12][N:11]([C:14]([O:16][C:17]([CH3:20])([CH3:19])[CH3:18])=[O:15])[CH2:10][CH2:9]3)[CH:5]=[CH:4][CH:3]=2)[CH2:31][CH2:30]1. (2) The product is: [Br-:12].[Br:12][CH2:10][C:9]([C:8]1[CH:7]=[CH:6][NH+:5]=[CH:4][C:3]=1[CH2:1][CH3:2])=[O:11]. Given the reactants [CH2:1]([C:3]1[CH:4]=[N:5][CH:6]=[CH:7][C:8]=1[C:9](=[O:11])[CH3:10])[CH3:2].[Br:12]Br, predict the reaction product. (3) The product is: [CH3:1][N:2]([CH2:13][C:14]1[NH:18][C:17]2[CH:19]=[CH:20][CH:21]=[C:22]([N:23]3[CH2:24][CH2:25][N:26]([CH:30]([CH3:32])[CH3:29])[CH2:27][CH2:28]3)[C:16]=2[N:15]=1)[CH:3]1[C:12]2[N:11]=[CH:10][CH:9]=[CH:8][C:7]=2[CH2:6][CH2:5][CH2:4]1. Given the reactants [CH3:1][N:2]([CH2:13][C:14]1[NH:18][C:17]2[CH:19]=[CH:20][CH:21]=[C:22]([N:23]3[CH2:28][CH2:27][NH:26][CH2:25][CH2:24]3)[C:16]=2[N:15]=1)[CH:3]1[C:12]2[N:11]=[CH:10][CH:9]=[CH:8][C:7]=2[CH2:6][CH2:5][CH2:4]1.[CH3:29][C:30]([CH3:32])=O, predict the reaction product.